Dataset: Catalyst prediction with 721,799 reactions and 888 catalyst types from USPTO. Task: Predict which catalyst facilitates the given reaction. (1) Reactant: [ClH:1].[CH3:2][O:3][C:4]1[C:13]2[C:8](=[CH:9][CH:10]=[CH:11][CH:12]=2)[CH:7]=[CH:6][C:5]=1[CH2:14][CH:15]([NH2:17])[CH3:16].FC(F)(F)C(OC(=O)C(F)(F)F)=O.[Br:31]Br. Product: [ClH:1].[Br:31][C:7]1[C:8]2[C:13](=[CH:12][CH:11]=[CH:10][CH:9]=2)[C:4]([O:3][CH3:2])=[C:5]([CH2:14][CH:15]([NH2:17])[CH3:16])[CH:6]=1. The catalyst class is: 4. (2) Reactant: [F:1][C:2]1[CH:7]=[CH:6][C:5]([C:8](=[O:20])[CH2:9][CH2:10][CH2:11][N:12]2[CH2:17][CH2:16][CH2:15][CH:14]([CH2:18][OH:19])[CH2:13]2)=[CH:4][CH:3]=1.C(N(CC)CC)C.[C:28]1(C)[CH:33]=[CH:32][C:31]([S:34](Cl)(=[O:36])=[O:35])=[CH:30][CH:29]=1. Product: [F:1][C:2]1[CH:3]=[CH:4][C:5]([C:8](=[O:20])[CH2:9][CH2:10][CH2:11][N:12]2[CH2:17][CH2:16][CH2:15][CH:14]([CH2:18][O:19][S:34]([C:31]3[CH:32]=[CH:33][CH:28]=[CH:29][CH:30]=3)(=[O:36])=[O:35])[CH2:13]2)=[CH:6][CH:7]=1. The catalyst class is: 4. (3) Reactant: [Cl:1][C:2]1[CH:3]=[C:4]([CH:8]=[CH:9][C:10]=1[O:11][CH:12]([CH3:14])[CH3:13])[C:5]([OH:7])=O.C1C=CC2N(O)N=NC=2C=1.O[NH:26][C:27]([C:29]1[C:37]2[O:36][CH:35]=[CH:34][C:33]=2[C:32]([O:38][CH2:39][O:40][CH2:41][CH2:42][Si:43]([CH3:46])([CH3:45])[CH3:44])=[CH:31][CH:30]=1)=[NH:28].CCCC[N+](CCCC)(CCCC)CCCC.[F-]. Product: [Cl:1][C:2]1[CH:3]=[C:4]([C:5]2[O:7][N:28]=[C:27]([C:29]3[C:37]4[O:36][CH:35]=[CH:34][C:33]=4[C:32]([O:38][CH2:39][O:40][CH2:41][CH2:42][Si:43]([CH3:46])([CH3:45])[CH3:44])=[CH:31][CH:30]=3)[N:26]=2)[CH:8]=[CH:9][C:10]=1[O:11][CH:12]([CH3:14])[CH3:13]. The catalyst class is: 344. (4) Reactant: C([N-]C(C)C)(C)C.[Li+].[CH3:9][O:10][CH:11]([O:21][CH3:22])[C:12](=NC1CCCCC1)[CH3:13].[Cl:23][C:24]1[CH:31]=[CH:30][CH:29]=[CH:28][C:25]=1[CH2:26]Br.Cl.C(=O)([O-])[O-:34].[K+].[K+]. Product: [Cl:23][C:24]1[CH:31]=[CH:30][CH:29]=[CH:28][C:25]=1[CH2:26][CH2:13][C:12](=[O:34])[CH:11]([O:21][CH3:22])[O:10][CH3:9]. The catalyst class is: 7.